Dataset: Forward reaction prediction with 1.9M reactions from USPTO patents (1976-2016). Task: Predict the product of the given reaction. The product is: [C:26]([C:4]1[CH:3]=[C:2]([NH:1][C:48]([NH:45][C:32]2[CH:33]=[CH:34][C:35]([O:37][C:38]3[CH:43]=[CH:42][N:41]=[C:40]([CH3:44])[CH:39]=3)=[CH:36][C:31]=2[F:30])=[O:49])[N:6]([C:7]2[CH:12]=[CH:11][C:10]([S:13]([NH:16][CH2:17][CH2:18][N:19]3[CH2:20][CH2:21][O:22][CH2:23][CH2:24]3)(=[O:15])=[O:14])=[C:9]([CH3:25])[CH:8]=2)[N:5]=1)([CH3:29])([CH3:28])[CH3:27]. Given the reactants [NH2:1][C:2]1[N:6]([C:7]2[CH:12]=[CH:11][C:10]([S:13]([NH:16][CH2:17][CH2:18][N:19]3[CH2:24][CH2:23][O:22][CH2:21][CH2:20]3)(=[O:15])=[O:14])=[C:9]([CH3:25])[CH:8]=2)[N:5]=[C:4]([C:26]([CH3:29])([CH3:28])[CH3:27])[CH:3]=1.[F:30][C:31]1[CH:36]=[C:35]([O:37][C:38]2[CH:43]=[CH:42][N:41]=[C:40]([CH3:44])[CH:39]=2)[CH:34]=[CH:33][C:32]=1[NH2:45].C1C[O:49][CH2:48]C1, predict the reaction product.